Dataset: Peptide-MHC class II binding affinity with 134,281 pairs from IEDB. Task: Regression. Given a peptide amino acid sequence and an MHC pseudo amino acid sequence, predict their binding affinity value. This is MHC class II binding data. The peptide sequence is DASFKESFAIHLDYT. The MHC is DRB1_0802 with pseudo-sequence DRB1_0802. The binding affinity (normalized) is 0.119.